From a dataset of Forward reaction prediction with 1.9M reactions from USPTO patents (1976-2016). Predict the product of the given reaction. The product is: [Br:1][C:2]1[C:3]([C:12]2[O:13][CH:14]=[CH:15][CH:16]=2)=[N:4][C:5]([NH2:11])=[N:6][C:7]=1[O:21][CH2:20][CH2:19][O:18][CH3:17]. Given the reactants [Br:1][C:2]1[C:3]([C:12]2[O:13][CH:14]=[CH:15][CH:16]=2)=[N:4][C:5]([NH2:11])=[N:6][C:7]=1S(C)=O.[CH3:17][O:18][CH2:19][CH2:20][OH:21], predict the reaction product.